This data is from Tox21: 12 toxicity assays (nuclear receptors and stress response pathways). The task is: Binary classification across 12 toxicity assays. (1) The compound is CC1=CC(C)(C)Nc2ccccc21. It tested positive (active) for: SR-MMP (Mitochondrial Membrane Potential disruption). (2) The compound is CC1(C)CCC(C)(C)c2cc(NC(=O)c3ccc(C(=O)O)cc3)ccc21. It tested positive (active) for: NR-Aromatase (Aromatase enzyme inhibition), and SR-MMP (Mitochondrial Membrane Potential disruption).